Dataset: Acute oral toxicity (LD50) regression data from Zhu et al.. Task: Regression/Classification. Given a drug SMILES string, predict its toxicity properties. Task type varies by dataset: regression for continuous values (e.g., LD50, hERG inhibition percentage) or binary classification for toxic/non-toxic outcomes (e.g., AMES mutagenicity, cardiotoxicity, hepatotoxicity). Dataset: ld50_zhu. (1) The compound is CCC(=C(c1ccccc1)c1ccc(OCCN(C)C)cc1)c1ccccc1. The rat oral LD50 is 1.96, given as -log10 of the dose in mol/kg body weight (higher means more acutely toxic). (2) The molecule is Fc1cc2[nH]c(C(F)(F)F)nc2c(Br)c1Cl. The rat oral LD50 is 4.60, given as -log10 of the dose in mol/kg body weight (higher means more acutely toxic). (3) The compound is CN(C)C(=O)Nc1cccc(OC(=O)NC(C)(C)C)c1. The rat oral LD50 is 1.97, given as -log10 of the dose in mol/kg body weight (higher means more acutely toxic). (4) The rat oral LD50 is 1.95, given as -log10 of the dose in mol/kg body weight (higher means more acutely toxic). The drug is C#CC(C)OC(=O)Nc1cccc(Cl)c1.